From a dataset of Forward reaction prediction with 1.9M reactions from USPTO patents (1976-2016). Predict the product of the given reaction. The product is: [CH3:12][C:13]1[C:14]([CH2:19][OH:20])=[CH:15][S:16][C:17]=1[CH3:18]. Given the reactants C1COCC1.[H-].[H-].[H-].[H-].[Li+].[Al+3].[CH3:12][C:13]1[C:14]([C:19](OCC)=[O:20])=[CH:15][S:16][C:17]=1[CH3:18].[OH-].[Na+], predict the reaction product.